This data is from Catalyst prediction with 721,799 reactions and 888 catalyst types from USPTO. The task is: Predict which catalyst facilitates the given reaction. (1) Reactant: [Br:1][CH2:2][CH2:3][CH2:4]Br.[C:6]([C:8]1[CH:13]=[CH:12][C:11]([OH:14])=[CH:10][CH:9]=1)#[N:7].C([O-])([O-])=O.[K+].[K+]. Product: [Br:1][CH2:2][CH2:3][CH2:4][O:14][C:11]1[CH:12]=[CH:13][C:8]([C:6]#[N:7])=[CH:9][CH:10]=1. The catalyst class is: 23. (2) Reactant: [F:1][C:2]1[CH:9]=[CH:8][C:5]([C:6]#[N:7])=[C:4]([N:10]2[C:14]([CH3:15])=[N:13][CH:12]=[N:11]2)[CH:3]=1.[ClH:16].[H][H]. Product: [ClH:16].[F:1][C:2]1[CH:9]=[CH:8][C:5]([CH2:6][NH2:7])=[C:4]([N:10]2[C:14]([CH3:15])=[N:13][CH:12]=[N:11]2)[CH:3]=1. The catalyst class is: 50.